This data is from Reaction yield outcomes from USPTO patents with 853,638 reactions. The task is: Predict the reaction yield, written as a fraction of the theoretical maximum amount of product (1.0 means a 100% yield; for example, 0.34 means a 34% yield). The reactants are C(OC([N:8]1[CH:13]([CH3:14])[CH2:12][N:11]([C:15]2[CH:16]=[N:17][C:18]([NH:21][C:22]3[N:23]=[CH:24][C:25]4[C:31]([CH3:32])=[C:30]([Br:33])[C:29](=[O:34])[N:28]([CH:35]5[CH2:39][CH2:38][CH2:37][CH2:36]5)[C:26]=4[N:27]=3)=[CH:19][CH:20]=2)[CH2:10][CH:9]1[CH3:40])=O)(C)(C)C.[Cl:41]CCl. The catalyst is Cl. The product is [ClH:41].[Br:33][C:30]1[C:29](=[O:34])[N:28]([CH:35]2[CH2:36][CH2:37][CH2:38][CH2:39]2)[C:26]2[N:27]=[C:22]([NH:21][C:18]3[CH:19]=[CH:20][C:15]([N:11]4[CH2:12][CH:13]([CH3:14])[NH:8][CH:9]([CH3:40])[CH2:10]4)=[CH:16][N:17]=3)[N:23]=[CH:24][C:25]=2[C:31]=1[CH3:32]. The yield is 0.714.